From a dataset of Catalyst prediction with 721,799 reactions and 888 catalyst types from USPTO. Predict which catalyst facilitates the given reaction. (1) Reactant: [CH:1]1([CH2:6][C@H:7]([CH2:11][N:12]([CH:21]=[O:22])[O:13][CH2:14][C:15]2[CH:20]=[CH:19][CH:18]=[CH:17][CH:16]=2)[C:8]([OH:10])=O)[CH2:5][CH2:4][CH2:3][CH2:2]1.[Cl:23][C:24]1[NH:25][C:26]([NH:33][CH:34]2[CH2:39][CH2:38][O:37][CH2:36][CH2:35]2)=[C:27]([F:32])[C:28](=[N:30][NH2:31])[N:29]=1.CN1CCOCC1.C1C=NC2N(O)N=NC=2C=1.C(Cl)CCl. Product: [Cl:23][C:24]1[N:29]=[C:28]([NH:30][NH:31][C:8](=[O:10])[C@H:7]([CH2:6][CH:1]2[CH2:2][CH2:3][CH2:4][CH2:5]2)[CH2:11][N:12]([O:13][CH2:14][C:15]2[CH:20]=[CH:19][CH:18]=[CH:17][CH:16]=2)[CH:21]=[O:22])[C:27]([F:32])=[C:26]([NH:33][CH:34]2[CH2:39][CH2:38][O:37][CH2:36][CH2:35]2)[N:25]=1. The catalyst class is: 3. (2) Reactant: Br[C:2]1[C:3]([F:18])=[C:4]2[C:8](=[CH:9][CH:10]=1)[N:7]([C:11]([O:13][C:14]([CH3:17])([CH3:16])[CH3:15])=[O:12])[CH2:6][CH2:5]2.[CH3:19][N:20]1[CH:24]=[C:23](B2OC(C)(C)C(C)(C)O2)[CH:22]=[N:21]1.C([O-])([O-])=O.[Na+].[Na+]. Product: [F:18][C:3]1[C:2]([C:23]2[CH:22]=[N:21][N:20]([CH3:19])[CH:24]=2)=[CH:10][CH:9]=[C:8]2[C:4]=1[CH2:5][CH2:6][N:7]2[C:11]([O:13][C:14]([CH3:17])([CH3:16])[CH3:15])=[O:12]. The catalyst class is: 117. (3) Reactant: [Cl:1][C:2]1[N:3]=[N:4][C:5]([O:8][CH2:9][CH:10]2[CH2:15][CH2:14][NH:13][CH2:12][CH2:11]2)=[CH:6][CH:7]=1.CCN(CC)CC.[CH2:23]([C:25]1([CH2:28][CH3:29])[CH2:27][O:26]1)[CH3:24].O. Product: [Cl:1][C:2]1[N:3]=[N:4][C:5]([O:8][CH2:9][CH:10]2[CH2:15][CH2:14][N:13]([CH2:27][C:25]([OH:26])([CH2:28][CH3:29])[CH2:23][CH3:24])[CH2:12][CH2:11]2)=[CH:6][CH:7]=1. The catalyst class is: 14. (4) The catalyst class is: 4. Reactant: [C:1]([O:5][C:6]([N:8]1[CH2:13][CH2:12][CH:11]([OH:14])[CH2:10][CH2:9]1)=[O:7])([CH3:4])([CH3:3])[CH3:2].[CH3:15][C:16]1[CH:25]=[C:24]([N+:26]([O-:28])=[O:27])[CH:23]=[C:18]([C:19]([O:21][CH3:22])=[O:20])[C:17]=1O.C1(P(C2C=CC=CC=2)C2C=CC=CC=2)C=CC=CC=1.N(C(OCC)=O)=NC(OCC)=O. Product: [C:1]([O:5][C:6]([N:8]1[CH2:13][CH2:12][CH:11]([O:14][C:17]2[C:16]([CH3:15])=[CH:25][C:24]([N+:26]([O-:28])=[O:27])=[CH:23][C:18]=2[C:19]([O:21][CH3:22])=[O:20])[CH2:10][CH2:9]1)=[O:7])([CH3:4])([CH3:2])[CH3:3]. (5) Reactant: [CH2:1]([C:3]1[CH:4]=[C:5]([NH:9][C:10]([C:12]2[N:13]([CH2:17]/[CH:18]=[CH:19]/[C:20]3[CH:25]=[CH:24][CH:23]=[C:22]([O:26][C@@H:27]([CH3:36])[C:28](N4CCOCC4)=[O:29])[CH:21]=3)[CH:14]=[CH:15][CH:16]=2)=[O:11])[CH:6]=[CH:7][CH:8]=1)[CH3:2].[OH-:37].[Li+]. Product: [CH2:1]([C:3]1[CH:4]=[C:5]([NH:9][C:10]([C:12]2[N:13]([CH2:17]/[CH:18]=[CH:19]/[C:20]3[CH:21]=[C:22]([CH:23]=[CH:24][CH:25]=3)[O:26][C@@H:27]([CH3:36])[C:28]([OH:37])=[O:29])[CH:14]=[CH:15][CH:16]=2)=[O:11])[CH:6]=[CH:7][CH:8]=1)[CH3:2]. The catalyst class is: 193. (6) Reactant: [C:1](=O)([O-])[O-].[K+].[K+].[CH3:7][O:8][C:9](=[O:30])[C:10]1[CH:15]=[CH:14][C:13]([OH:16])=[C:12]([NH:17][S:18]([C:21]2[CH:26]=[C:25]([Cl:27])[CH:24]=[CH:23][C:22]=2[O:28][CH3:29])(=[O:20])=[O:19])[CH:11]=1.BrCBr. Product: [CH3:7][O:8][C:9]([C:10]1[CH:15]=[CH:14][C:13]2[O:16][CH2:1][N:17]([S:18]([C:21]3[CH:26]=[C:25]([Cl:27])[CH:24]=[CH:23][C:22]=3[O:28][CH3:29])(=[O:19])=[O:20])[C:12]=2[CH:11]=1)=[O:30]. The catalyst class is: 9. (7) Reactant: S(C1C=CC(C)=CC=1)(O)(=O)=O.[CH2:12]([O:19][C:20](=[O:31])[C@@H:21]([CH2:23][CH2:24][C:25]1[CH:30]=[CH:29][CH:28]=[CH:27][CH:26]=1)[NH2:22])[C:13]1[CH:18]=[CH:17][CH:16]=[CH:15][CH:14]=1.C(=O)(O)[O-].[Na+]. Product: [CH2:12]([O:19][C:20](=[O:31])[C@@H:21]([CH2:23][CH2:24][C:25]1[CH:30]=[CH:29][CH:28]=[CH:27][CH:26]=1)[NH2:22])[C:13]1[CH:14]=[CH:15][CH:16]=[CH:17][CH:18]=1. The catalyst class is: 84. (8) Product: [CH2:46]([O:48][C:49](=[O:59])[CH2:50][C:51](=[O:58])[N:52]1[CH2:57][CH2:56][N:55]([C:24](=[O:26])[C:23]2[CH:27]=[CH:28][CH:29]=[CH:30][C:22]=2[C:21]([F:20])([F:32])[F:31])[CH2:54][CH2:53]1)[CH3:47]. The catalyst class is: 18. Reactant: C1C=CC2N(O)N=NC=2C=1.CCN(C(C)C)C(C)C.[F:20][C:21]([F:32])([F:31])[C:22]1[CH:30]=[CH:29][CH:28]=[CH:27][C:23]=1[C:24]([OH:26])=O.CCN=C=NCCCN(C)C.Cl.Cl.[CH2:46]([O:48][C:49](=[O:59])[CH2:50][C:51](=[O:58])[N:52]1[CH2:57][CH2:56][NH:55][CH2:54][CH2:53]1)[CH3:47].